Predict the product of the given reaction. From a dataset of Forward reaction prediction with 1.9M reactions from USPTO patents (1976-2016). (1) Given the reactants [F:1][C:2]1[CH:18]=[CH:17][C:5]([CH2:6][NH:7][C:8]([C:10]2([C:13]([F:16])([F:15])[F:14])[CH2:12][CH2:11]2)=[O:9])=[CH:4][C:3]=1[N+:19]([O-])=O, predict the reaction product. The product is: [NH2:19][C:3]1[CH:4]=[C:5]([CH:17]=[CH:18][C:2]=1[F:1])[CH2:6][NH:7][C:8]([C:10]1([C:13]([F:14])([F:15])[F:16])[CH2:11][CH2:12]1)=[O:9]. (2) Given the reactants [C:1]([C:4]1[C:9]2[S:10][CH:11]=[C:12]([CH2:13][CH3:14])[C:8]=2[CH:7]=[CH:6][CH:5]=1)([OH:3])=[O:2].S(=O)(=O)(O)O.[CH3:20]O, predict the reaction product. The product is: [CH2:13]([C:12]1[C:8]2[CH:7]=[CH:6][CH:5]=[C:4]([C:1]([O:3][CH3:20])=[O:2])[C:9]=2[S:10][CH:11]=1)[CH3:14]. (3) Given the reactants [H-].[Na+].CC1C=CC(S(/[CH:13]=[CH:14]/[C:15]2[CH:20]=[CH:19][C:18]([N+:21]([O-:23])=[O:22])=[CH:17][CH:16]=2)(=O)=O)=CC=1.[N+:24]([CH2:26][C:27]([O:29][CH3:30])=[O:28])#[C-:25], predict the reaction product. The product is: [N+:21]([C:18]1[CH:17]=[CH:16][C:15]([C:14]2[CH:13]=[CH:25][NH:24][C:26]=2[C:27]([O:29][CH3:30])=[O:28])=[CH:20][CH:19]=1)([O-:23])=[O:22]. (4) Given the reactants [C:1]([C:3]1[C:11]2[C:6](=[CH:7][CH:8]=[CH:9][CH:10]=2)[NH:5][N:4]=1)#[CH:2].[N:12]([C:15]1[CH:16]=[CH:17][C:18]([Cl:21])=[N:19][CH:20]=1)=[N+:13]=[N-:14], predict the reaction product. The product is: [Cl:21][C:18]1[N:19]=[CH:20][C:15]([N:12]2[CH:2]=[C:1]([C:3]3[C:11]4[C:6](=[CH:7][CH:8]=[CH:9][CH:10]=4)[NH:5][N:4]=3)[N:14]=[N:13]2)=[CH:16][CH:17]=1.